This data is from Experimentally validated miRNA-target interactions with 360,000+ pairs, plus equal number of negative samples. The task is: Binary Classification. Given a miRNA mature sequence and a target amino acid sequence, predict their likelihood of interaction. (1) The miRNA is hsa-miR-376b-3p with sequence AUCAUAGAGGAAAAUCCAUGUU. The protein sequence of the target gene is MVTKAFVLLAIFAEASAKSCAPNKADVILVFCYPKTIITKIPECPYGWEVHQLALGGLCYNGVHEGGYYQFVIPDLSPKNKSYCGTQSEYKPPIYHFYSHIVSNDTTVIVKNQPVNYSFSCTYHSTYLVNQAAFDQRVATVHVKNGSMGTFESQLSLNFYTNAKFSIKKEAPFVLEASEIGSDLFAGVEAKGLSIRFKVVLNSCWATPSADFMYPLQWQLINKGCPTDETVLVHENGRDHRATFQFNAFRFQNIPKLSKVWLHCETFICDSEKLSCPVTCDKRKRLLRDQTGGVLVVELS.... Result: 0 (no interaction). (2) The miRNA is hsa-miR-4523 with sequence GACCGAGAGGGCCUCGGCUGU. The protein sequence of the target gene is MAWQVSLLELEDWLQCPICLEVFKEPLMLQCGHSYCKGCLVSLSCHLDAELRCPVCRQAVDGSSSLPNVSLARVIEALRLPGDPEPKVCVHHRNPLSLFCEKDQELICGLCGLLGSHQHHPVTPVSTVYSRMKEELAALISELKQEQKKVDELIAKLVNNRTRIVNESDVFSWVIRREFQELHHLVDEEKARCLEGIGGHTRGLVASLDMQLEQAQGTRERLAQAECVLEQFGNEDHHKFIRKFHSMASRAEMPQARPLEGAFSPISFKPGLHQADIKLTVWKRLFRKVLPAPEPLKLDP.... Result: 0 (no interaction). (3) The miRNA is hsa-miR-32-5p with sequence UAUUGCACAUUACUAAGUUGCA. The protein sequence of the target gene is MKCEHCTRKECSKKTKTDDQENVSADAPSPAQENGEKGEFHKLADAKIFLSDCLACDSCMTAEEGVQLSQQNAKDFFRVLNLNKKCDTSKHKVLVVSVCPQSLPYFAAKFNLSVTDASRRLCGFLKSLGVHYVFDTTIAADFSILESQKEFVRRYRQHSEEERTLPMLTSACPGWVRYAERVLGRPITAHLCTAKSPQQVMGSLVKDYFARQQNLSPEKIFHVIVAPCYDKKLEALQESLPPALHGSRGADCVLTSGEIAQIMEQGDLSVRDAAVDTLFGDLKEDKVTRHDGASSDGHLA.... Result: 1 (interaction). (4) The miRNA is hsa-miR-3150a-5p with sequence CAACCUCGACGAUCUCCUCAGC. The protein sequence of the target gene is MAETREEETVSAEASGFSDLSDSEFLEFLDLEDAQESKALVNMPGPSSESLGKDDKPISLQNWKRGLDILSPMERFHLKYLYVTDLATQNWCELQTAYGKELPGFLAPEKAAVLDTGASIHLARELELHDLVTVPVTTKEDAWAIKFLNILLLIPTLQSEGHIREFPVFGEGEGVLLVGVIDELHYTAKGELELAELKTRRRPMLPLEAQKKKDCFQVSLYKYIFDAMVQGKVTPASLIHHTKLCLEKPLGPSVLRHAQQGGFSVKSLGDLMELVFLSLTLSDLPVIDILKIEYIHQETA.... Result: 1 (interaction). (5) The miRNA is hsa-miR-3655 with sequence GCUUGUCGCUGCGGUGUUGCU. The protein sequence of the target gene is MASTGLELLGMTLAVLGWLGTLVSCALPLWKVTAFIGNSIVVAQVVWEGLWMSCVVQSTGQMQCKVYDSLLALPQDLQAARALCVIALLLALLGLLVAITGAQCTTCVEDEGAKARIVLTAGVILLLAGILVLIPVCWTAHAIIQDFYNPLVAEALKRELGASLYLGWAAAALLMLGGGLLCCTCPPPQVERPRGPRLGYSIPSRSGASGLDKRDYV. Result: 0 (no interaction). (6) The miRNA is hsa-miR-6871-5p with sequence CAUGGGAGUUCGGGGUGGUUGC. The protein sequence of the target gene is MPKTMHFLFRFIVFFYLWGLFTAQRQKKEESTEEVKIEVLHRPENCSKTSKKGDLLNAHYDGYLAKDGSKFYCSRTQNEGHPKWFVLGVGQVIKGLDIAMTDMCPGEKRKVVIPPSFAYGKEGYAEGKIPPDATLIFEIELYAVTKGPRSIETFKQIDMDNDRQLSKAEINLYLQREFEKDEKPRDKSYQDAVLEDIFKKNDHDGDGFISPKEYNVYQHDEL. Result: 0 (no interaction). (7) The miRNA is rno-miR-141-3p with sequence UAACACUGUCUGGUAAAGAUGG. The protein sequence of the target gene is MSVVVQHVEEKAVHSWSRISTAGKKALEEALLVFNPMSQDLSATEAQLVAFLQGLRDDGFQPTILRSGDVYGYSSCTANPPSQTKLQARAPNPTATSPPASAPRTAMRLPAGRATLLPMPLSGRLAKASTPALAKHATTNLLLSSLKQSSASHARGAAVGFPTHLYPGVYPAMRLSVVLEALVPLKTPMPCLGAKHKAQSLQLSLADSPLKLRKSSGKGPGNPRPKAPRKTTSKGPKCLTRKGPGAGPRRGSGHQSKTNRATGSPSVRRMKGGSALGTKTAQAKVARTLAKAARAQAKVA.... Result: 0 (no interaction). (8) The miRNA is hsa-miR-489-5p with sequence GGUCGUAUGUGUGACGCCAUUU. The protein sequence of the target gene is MSGNGGAATTAEENGSKMRVIRVGTRKSQLARIQTDTVVAMLKALYPGIQFEIIAMSTTGDKILDTALSKIGEKSLFTKELENALEKNEVDLVVHSLKDVPTILPPGFTIGAICKRENPCDAVVFHPKFIGKTLETLPEKSAVGTSSLRRVAQLQRKFPHLEFKSIRGNLNTRLRKLDELQEFSAIVLAVAGLQRMGWQNRVGQILHPEECMYAVGQGALAVEVRAKDQDILDLVSVLHDPETLLRCIAERAFLRHLEGGCSVPVAVHTVMKDGQLYLTGGVWSLDGSDSMQETMQATIQ.... Result: 0 (no interaction). (9) The protein sequence of the target gene is MADLHRQLQEYLAQGKAGGPAAAEPLLAAEKAEEPGDRPAEEWLGRAGLRWTWARSPAESAAAGLTCLPSVTRGQRLAAGGGCLLLAALCFGLAALYAPVLLLRARKFALLWSLGSALALAGSALLRGGAACGRLLRCEEAPSRPALLYMAALGATLFAALGLRSTLLTVLGAGAQVAALLAALVGLLPWGGGTALRLALGRLGRGAGLAKVLPV. Result: 0 (no interaction). The miRNA is mmu-miR-29b-1-5p with sequence GCUGGUUUCAUAUGGUGGUUUA. (10) The miRNA is hsa-miR-6840-5p with sequence ACCCCCGGGCAAAGACCUGCAGAU. The protein sequence of the target gene is MLAADDIGEVPAAPCCPESGDETKNTDVKSDVNTAAPAGSEQLSQGGSDDALLSYVSAFIEKEVGSDLKSLKTLGKLIEQMTESKVKLEEQVLTISSEIPKRIQSALKDAEESKQLLDEFLEQEAPLFSSISSHLLMAQPWMDDLGAMITQMEEIERHLAYLKWVSQTEELSDNIQQYLMTNSVPEAASLLVTMTELDIQLQESSCTHLLSFMRATVKFWHKILKDKLTSDFEEVLAQLHWPFTSHTQSQTVGGSRPAGTPELYSSLDTLFCQLLKLQASDELLTEPKQLPEKYCLPASP.... Result: 0 (no interaction).